This data is from Catalyst prediction with 721,799 reactions and 888 catalyst types from USPTO. The task is: Predict which catalyst facilitates the given reaction. (1) Reactant: [F:1][C:2]1[CH:3]=[CH:4][CH:5]=[C:6]2[C:11]=1[C:10](=[O:12])[N:9]([C:13]1[CH:14]=[N:15][CH:16]=[CH:17][CH:18]=1)[C:8]([CH3:19])=[CH:7]2.[Br:20]N1C(=O)CCC1=O.C(OCC)C.C(OCC)(=O)C. Product: [Br:20][C:8]1([CH3:19])[CH2:7][C:6]2[C:11](=[C:2]([F:1])[CH:3]=[CH:4][CH:5]=2)[C:10](=[O:12])[N:9]1[C:13]1[CH:14]=[N:15][CH:16]=[CH:17][CH:18]=1. The catalyst class is: 9. (2) Reactant: [C:1]1([C:7]([C:25]2[CH:30]=[CH:29][CH:28]=[CH:27][CH:26]=2)=[CH:8][CH2:9][N:10]2[CH2:15][CH2:14][N:13]([C:16]3[CH:24]=[CH:23][C:19]([C:20](O)=[O:21])=[CH:18][CH:17]=3)[CH2:12][CH2:11]2)[CH:6]=[CH:5][CH:4]=[CH:3][CH:2]=1.[N+:31]([C:34]1[CH:35]=[C:36]([S:40]([NH2:43])(=[O:42])=[O:41])[CH:37]=[CH:38][CH:39]=1)([O-:33])=[O:32].Cl.C(N=C=NCCCN(C)C)C. Product: [C:1]1([C:7]([C:25]2[CH:26]=[CH:27][CH:28]=[CH:29][CH:30]=2)=[CH:8][CH2:9][N:10]2[CH2:11][CH2:12][N:13]([C:16]3[CH:24]=[CH:23][C:19]([C:20]([NH:43][S:40]([C:36]4[CH:37]=[CH:38][CH:39]=[C:34]([N+:31]([O-:33])=[O:32])[CH:35]=4)(=[O:42])=[O:41])=[O:21])=[CH:18][CH:17]=3)[CH2:14][CH2:15]2)[CH:6]=[CH:5][CH:4]=[CH:3][CH:2]=1. The catalyst class is: 119. (3) Reactant: [N:1]1[CH:6]=[CH:5][CH:4]=[CH:3][C:2]=1[C:7]([C:9]1([C:17]2[CH:22]=[CH:21][N:20]=[C:19]([C:23]([F:26])([F:25])[F:24])[CH:18]=2)[CH2:12][C:11]2([O:16][CH2:15][CH2:14][O:13]2)[CH2:10]1)=[O:8].[BH4-].[Na+].O. Product: [N:1]1[CH:6]=[CH:5][CH:4]=[CH:3][C:2]=1[CH:7]([C:9]1([C:17]2[CH:22]=[CH:21][N:20]=[C:19]([C:23]([F:25])([F:26])[F:24])[CH:18]=2)[CH2:12][C:11]2([O:13][CH2:14][CH2:15][O:16]2)[CH2:10]1)[OH:8]. The catalyst class is: 98. (4) Reactant: [F-].[K+].[C:3]([O:7][C:8](=[O:26])[CH2:9][C@H:10]([NH:15][C:16]([O:18][CH2:19][C:20]1[CH:25]=[CH:24][CH:23]=[CH:22][CH:21]=1)=[O:17])[C:11](=[O:14])[CH2:12]Br)([CH3:6])([CH3:5])[CH3:4].[F:27][C:28]1[C:33]([F:34])=[CH:32][C:31]([F:35])=[C:30]([F:36])[C:29]=1[OH:37]. Product: [C:3]([O:7][C:8](=[O:26])[CH2:9][C@H:10]([NH:15][C:16]([O:18][CH2:19][C:20]1[CH:25]=[CH:24][CH:23]=[CH:22][CH:21]=1)=[O:17])[C:11](=[O:14])[CH2:12][O:37][C:29]1[C:30]([F:36])=[C:31]([F:35])[CH:32]=[C:33]([F:34])[C:28]=1[F:27])([CH3:6])([CH3:5])[CH3:4]. The catalyst class is: 3. (5) Product: [F:11][C:12]1[CH:13]=[C:14]2[C:19](=[CH:20][CH:21]=1)[C:18](=[O:22])[N:17]([CH2:7][C:6]1[CH:9]=[CH:10][C:3]([O:2][CH3:1])=[CH:4][CH:5]=1)[CH:16]=[CH:15]2. Reactant: [CH3:1][O:2][C:3]1[CH:10]=[CH:9][C:6]([CH2:7]Cl)=[CH:5][CH:4]=1.[F:11][C:12]1[CH:13]=[C:14]2[C:19](=[CH:20][CH:21]=1)[C:18](=[O:22])[NH:17][CH:16]=[CH:15]2.C([O-])([O-])=O.[Cs+].[Cs+]. The catalyst class is: 3.